From a dataset of Forward reaction prediction with 1.9M reactions from USPTO patents (1976-2016). Predict the product of the given reaction. (1) Given the reactants [OH:1][C:2]1[CH:10]=[CH:9][CH:8]=[C:7]2[C:3]=1[CH:4]=[CH:5][NH:6]2.OC1C=C2C(C=CN2)=CC=1.[CH2:21]([NH:23][C:24]([C:26]1[C:34]2[C:29](=[N:30][CH:31]=[C:32](Br)[N:33]=2)[N:28](COCC[Si](C)(C)C)[CH:27]=1)=[O:25])[CH3:22].C(NC(C1C2C(=NC=C(Br)N=2)N(COCC[Si](C)(C)C)C=1)=O)(C)C, predict the reaction product. The product is: [CH2:21]([NH:23][C:24]([C:26]1[C:34]2[C:29](=[N:30][CH:31]=[C:32]([O:1][C:2]3[CH:10]=[CH:9][CH:8]=[C:7]4[C:3]=3[CH:4]=[CH:5][NH:6]4)[N:33]=2)[NH:28][CH:27]=1)=[O:25])[CH3:22]. (2) Given the reactants [CH2:1]([C:3]1[NH:4][C:5](=[O:27])[C:6]([CH2:12][C:13]2[CH:18]=[CH:17][C:16]([C:19]3[C:20]([C:25]#[N:26])=[CH:21][CH:22]=[CH:23][CH:24]=3)=[CH:15][CH:14]=2)=[C:7]([CH2:9][CH2:10][CH3:11])[N:8]=1)[CH3:2].[C:28]1(B(O)O)[CH:33]=[CH:32][CH:31]=[CH:30][CH:29]=1.N1C=CC=CC=1.C(N(CC)CC)C, predict the reaction product. The product is: [CH2:1]([C:3]1[N:4]([C:28]2[CH:33]=[CH:32][CH:31]=[CH:30][CH:29]=2)[C:5](=[O:27])[C:6]([CH2:12][C:13]2[CH:18]=[CH:17][C:16]([C:19]3[C:20]([C:25]#[N:26])=[CH:21][CH:22]=[CH:23][CH:24]=3)=[CH:15][CH:14]=2)=[C:7]([CH2:9][CH2:10][CH3:11])[N:8]=1)[CH3:2]. (3) Given the reactants CC1C(C)=C(C2C=C(C=CC=2C)C(O)=O)NN=1.[CH3:18][C:19]1[C:23]([CH3:24])=[C:22]([C:25]2[C:26]([CH3:36])=[CH:27][C:28]([CH3:35])=[C:29]([CH:34]=2)[C:30]([O:32]C)=[O:31])[NH:21][N:20]=1.CC1C(C)=C(C2C=C(C=CC=2C)C(OC)=O)NN=1, predict the reaction product. The product is: [CH3:18][C:19]1[C:23]([CH3:24])=[C:22]([C:25]2[C:26]([CH3:36])=[CH:27][C:28]([CH3:35])=[C:29]([CH:34]=2)[C:30]([OH:32])=[O:31])[NH:21][N:20]=1. (4) Given the reactants C([O:5][P:6]([O:38]C(C)(C)C)([O:8][CH2:9][CH2:10][O:11][C:12]([N:14]1[C:22]2[C:17](=[CH:18][CH:19]=[C:20]([C:23]([F:26])([F:25])[F:24])[CH:21]=2)[C@@:16]([C:28]2[CH:33]=[C:32]([Cl:34])[CH:31]=[CH:30][C:29]=2[O:35][CH3:36])([F:27])[C:15]1=[O:37])=[O:13])=[O:7])(C)(C)C.P(OC(C)COC(N1C2C(=CC=C(C(F)(F)F)C=2)[C@@](C2C=C(Cl)C=CC=2OC)(F)C1=O)=O)(O)(O)=O, predict the reaction product. The product is: [P:6]([O:8][CH2:9][CH2:10][O:11][C:12]([N:14]1[C:22]2[C:17](=[CH:18][CH:19]=[C:20]([C:23]([F:24])([F:25])[F:26])[CH:21]=2)[C@@:16]([C:28]2[CH:33]=[C:32]([Cl:34])[CH:31]=[CH:30][C:29]=2[O:35][CH3:36])([F:27])[C:15]1=[O:37])=[O:13])([OH:7])([OH:38])=[O:5]. (5) Given the reactants [F:1][C@H:2]1[C@H:7]([C:8]2[CH:13]=[CH:12][C:11]([OH:14])=[CH:10][CH:9]=2)[CH2:6][CH2:5][N:4]([C@@H:15]2[CH2:19][CH2:18][N:17]([CH2:20][C:21]3[CH:26]=[CH:25][C:24]([CH3:27])=[CH:23][CH:22]=3)[C:16]2=[O:28])[CH2:3]1.[C:29]([O:33][C:34]([NH:36][C@@H:37]([CH:41]([CH3:43])[CH3:42])[C:38](O)=[O:39])=[O:35])([CH3:32])([CH3:31])[CH3:30].C1CCC(N=C=NC2CCCCC2)CC1.O, predict the reaction product. The product is: [C:29]([O:33][C:34]([NH:36][C@@H:37]([CH:41]([CH3:43])[CH3:42])[C:38]([O:14][C:11]1[CH:12]=[CH:13][C:8]([C@@H:7]2[CH2:6][CH2:5][N:4]([C@@H:15]3[CH2:19][CH2:18][N:17]([CH2:20][C:21]4[CH:22]=[CH:23][C:24]([CH3:27])=[CH:25][CH:26]=4)[C:16]3=[O:28])[CH2:3][C@H:2]2[F:1])=[CH:9][CH:10]=1)=[O:39])=[O:35])([CH3:32])([CH3:31])[CH3:30]. (6) Given the reactants O[CH2:2][CH2:3][N:4]1[CH2:9][CH2:8][CH2:7][CH:6]([N:10]2[C:21]3=[C:22]4[C:17](=[CH:18][CH:19]=[CH:20]3)[CH:16]=[N:15][CH:14]=[C:13]4[CH2:12][CH2:11]2)[CH2:5]1.[C:23]([OH:26])(=[S:25])[CH3:24].N(C(N(C)C)=O)=NC(N(C)C)=O, predict the reaction product. The product is: [C:23]([S:25][CH2:2][CH2:3][N:4]1[CH2:9][CH2:8][CH2:7][CH:6]([N:10]2[C:21]3=[C:22]4[C:17](=[CH:18][CH:19]=[CH:20]3)[CH:16]=[N:15][CH:14]=[C:13]4[CH2:12][CH2:11]2)[CH2:5]1)(=[O:26])[CH3:24]. (7) Given the reactants [Br:1]N1C(=O)CCC1=O.[Br:9][C:10]1[CH:19]=[CH:18][C:13]([C:14]([O:16][CH3:17])=[O:15])=[CH:12][C:11]=1[CH3:20].O.C(Cl)(Cl)Cl, predict the reaction product. The product is: [Br:9][C:10]1[CH:19]=[CH:18][C:13]([C:14]([O:16][CH3:17])=[O:15])=[CH:12][C:11]=1[CH2:20][Br:1]. (8) Given the reactants [C:1]([O:5][C:6]([N:8]([CH2:31][C@H:32]([O:40][Si](C(C)(C)C)(C)C)[C:33]1[CH:38]=[CH:37][CH:36]=[C:35]([Cl:39])[CH:34]=1)[C@H:9]([CH3:30])[CH2:10][C:11]1[CH:16]=[CH:15][C:14]([S:17]([C:20]2[CH:28]=[CH:27][C:26](F)=[CH:25][C:21]=2[C:22]([OH:24])=[O:23])(=[O:19])=[O:18])=[CH:13][CH:12]=1)=[O:7])([CH3:4])([CH3:3])[CH3:2].[CH3:48][S-:49].[Na+].Cl, predict the reaction product. The product is: [C:1]([O:5][C:6]([N:8]([CH2:31][C@@H:32]([C:33]1[CH:38]=[CH:37][CH:36]=[C:35]([Cl:39])[CH:34]=1)[OH:40])[C@H:9]([CH3:30])[CH2:10][C:11]1[CH:16]=[CH:15][C:14]([S:17]([C:20]2[CH:28]=[CH:27][C:26]([S:49][CH3:48])=[CH:25][C:21]=2[C:22]([OH:24])=[O:23])(=[O:18])=[O:19])=[CH:13][CH:12]=1)=[O:7])([CH3:4])([CH3:3])[CH3:2]. (9) Given the reactants [C:1]([C:4]1[C:9]2[CH:10]=[C:11]3[N:15]([C:8]=2[CH:7]=[CH:6][N:5]=1)[CH2:14][CH2:13]/[C:12]/3=[CH:16]\[C:17]([O:19][CH2:20][CH3:21])=[O:18])([CH3:3])=[CH2:2], predict the reaction product. The product is: [CH2:20]([O:19][C:17](=[O:18])[CH2:16][CH:12]1[C:11]2[N:15]([C:8]3[CH:7]=[CH:6][N:5]=[C:4]([CH:1]([CH3:3])[CH3:2])[C:9]=3[CH:10]=2)[CH2:14][CH2:13]1)[CH3:21].